From a dataset of Catalyst prediction with 721,799 reactions and 888 catalyst types from USPTO. Predict which catalyst facilitates the given reaction. (1) Reactant: [CH3:1][O:2][C:3]1[CH:4]=[C:5]2[C:9](=[CH:10][CH:11]=1)[N:8]([CH3:12])[CH:7]=[C:6]2[C:13]1[N:29]([CH2:30][O:31][CH2:32][CH2:33][Si:34]([CH3:37])([CH3:36])[CH3:35])[C:16]2=[N:17][CH:18]=[C:19]([NH:21]C(=O)OC(C)(C)C)[N:20]=[C:15]2[CH:14]=1.C(O)(C(F)(F)F)=O. Product: [CH3:1][O:2][C:3]1[CH:4]=[C:5]2[C:9](=[CH:10][CH:11]=1)[N:8]([CH3:12])[CH:7]=[C:6]2[C:13]1[N:29]([CH2:30][O:31][CH2:32][CH2:33][Si:34]([CH3:35])([CH3:37])[CH3:36])[C:16]2=[N:17][CH:18]=[C:19]([NH2:21])[N:20]=[C:15]2[CH:14]=1. The catalyst class is: 91. (2) Reactant: [CH3:1][CH:2]([CH3:5])[C:3]#[CH:4].[Li]CCCC.[I:11][C:12]1[CH:17]=[CH:16][CH:15]=[CH:14][C:13]=1[N:18]=[C:19]=[O:20]. Product: [I:11][C:12]1[CH:17]=[CH:16][CH:15]=[CH:14][C:13]=1[NH:18][C:19](=[O:20])[C:4]#[C:3][CH:2]([CH3:5])[CH3:1]. The catalyst class is: 220. (3) Product: [CH3:1][C@H:2]1[CH2:6][CH2:5][CH2:4][N:3]1[C:7]1[N:12]=[C:11]([NH:13][C:14]2[C:15]3[N:16]([CH:29]=[CH:30][N:31]=3)[N:17]=[C:18]([C:20]3[CH:21]=[C:22]([CH:26]=[CH:27][CH:28]=3)[C:23]([NH2:38])=[O:25])[CH:19]=2)[CH:10]=[CH:9][CH:8]=1. Reactant: [CH3:1][C@H:2]1[CH2:6][CH2:5][CH2:4][N:3]1[C:7]1[N:12]=[C:11]([NH:13][C:14]2[C:15]3[N:16]([CH:29]=[CH:30][N:31]=3)[N:17]=[C:18]([C:20]3[CH:21]=[C:22]([CH:26]=[CH:27][CH:28]=3)[C:23]([OH:25])=O)[CH:19]=2)[CH:10]=[CH:9][CH:8]=1.C1C=CC2N(O)N=[N:38]C=2C=1.CCN(CC)CC.CCN=C=NCCCN(C)C.N. The catalyst class is: 269. (4) Reactant: [N:1]([C@@H:4]([C@@H:41]([C:50]1[CH:55]=[CH:54][C:53]([Cl:56])=[CH:52][CH:51]=1)[C:42]1[CH:43]=[N:44][C:45]([O:48][CH3:49])=[CH:46][CH:47]=1)[C:5]([NH:7][C:8]1[CH:13]=[CH:12][CH:11]=[C:10]([F:14])[C:9]=1[CH2:15][CH2:16][C@H:17]([NH:31][S:32]([C:35]1[CH:40]=[CH:39][CH:38]=[CH:37][CH:36]=1)(=[O:34])=[O:33])[CH2:18][N:19]([CH2:27][C@@H:28](O)C)[C:20](=[O:26])[O:21][C:22]([CH3:25])([CH3:24])[CH3:23])=[O:6])=[N+:2]=[N-:3].CC(OC(/N=N/C(OC(C)C)=O)=O)C.C1(P(C2C=CC=CC=2)C2C=CC=CC=2)C=CC=CC=1. Product: [N:1]([C@@H:4]([C@@H:41]([C:50]1[CH:55]=[CH:54][C:53]([Cl:56])=[CH:52][CH:51]=1)[C:42]1[CH:43]=[N:44][C:45]([O:48][CH3:49])=[CH:46][CH:47]=1)[C:5]([NH:7][C:8]1[CH:13]=[CH:12][CH:11]=[C:10]([F:14])[C:9]=1[CH2:15][CH2:16][C@@H:17]1[N:31]([S:32]([C:35]2[CH:40]=[CH:39][CH:38]=[CH:37][CH:36]=2)(=[O:33])=[O:34])[CH2:28][CH2:27][N:19]([C:20]([O:21][C:22]([CH3:24])([CH3:25])[CH3:23])=[O:26])[CH2:18]1)=[O:6])=[N+:2]=[N-:3]. The catalyst class is: 1.